This data is from Reaction yield outcomes from USPTO patents with 853,638 reactions. The task is: Predict the reaction yield, written as a fraction of the theoretical maximum amount of product (1.0 means a 100% yield; for example, 0.34 means a 34% yield). (1) The reactants are [F:1][C:2]1[CH:7]=[C:6]([C:8]([F:11])([F:10])[F:9])[CH:5]=[CH:4][C:3]=1[C:12]1[C:13]2[CH2:20][CH2:19][CH:18]([CH2:21][C:22]([N:24]([CH3:26])[CH3:25])=[O:23])[C:14]=2[CH:15]=[N:16][CH:17]=1.[CH3:27][O:28][CH:29]1CNC1. No catalyst specified. The product is [F:1][C:2]1[CH:7]=[C:6]([C:8]([F:11])([F:9])[F:10])[CH:5]=[CH:4][C:3]=1[C:12]1[C:13]2[CH2:20][CH2:19][CH:18]([CH2:21][C:22]([N:24]3[CH2:25][CH:27]([O:28][CH3:29])[CH2:26]3)=[O:23])[C:14]=2[CH:15]=[N:16][CH:17]=1. The yield is 0.0800. (2) The reactants are Br[C:2]1[CH:7]=[C:6]([CH3:8])[C:5]([CH3:9])=[CH:4][C:3]=1Br.[NH2:11][C:12]1[CH:17]=[CH:16][CH:15]=[CH:14][CH:13]=1. No catalyst specified. The product is [CH3:9][C:5]1[CH:4]=[C:3]([NH:11][C:12]2[CH:17]=[CH:16][CH:15]=[CH:14][CH:13]=2)[C:2]([NH:11][C:12]2[CH:17]=[CH:16][CH:15]=[CH:14][CH:13]=2)=[CH:7][C:6]=1[CH3:8]. The yield is 0.930. (3) The reactants are [C:1]1([CH:7]([C:29]2[CH:34]=[CH:33][CH:32]=[CH:31][CH:30]=2)[N:8]2[C:16]3[C:11](=[CH:12][C:13]([CH3:17])=[CH:14][CH:15]=3)[CH:10]([C:18]3[C:26]([OH:27])=[CH:25][C:21]4[O:22][CH2:23][O:24][C:20]=4[CH:19]=3)[C:9]2=[O:28])[CH:6]=[CH:5][CH:4]=[CH:3][CH:2]=1.[CH2:35]=[O:36].C(NC(C)C)(C)C. The catalyst is ClCCl. The product is [C:29]1([CH:7]([C:1]2[CH:2]=[CH:3][CH:4]=[CH:5][CH:6]=2)[N:8]2[C:16]3[C:11](=[CH:12][C:13]([CH3:17])=[CH:14][CH:15]=3)[C:10]([C:18]3[C:26]([OH:27])=[CH:25][C:21]4[O:22][CH2:23][O:24][C:20]=4[CH:19]=3)([CH2:35][OH:36])[C:9]2=[O:28])[CH:30]=[CH:31][CH:32]=[CH:33][CH:34]=1. The yield is 0.630. (4) The reactants are Cl.Cl.[NH2:3][C:4]1[CH:9]=[C:8]([NH2:10])[CH:7]=[CH:6][C:5]=1[OH:11].[C:12](O)(=O)[C:13]1[CH:18]=[CH:17][CH:16]=[CH:15][CH:14]=1. The catalyst is O. The product is [C:13]1([C:12]2[O:11][C:5]3[CH:6]=[CH:7][C:8]([NH2:10])=[CH:9][C:4]=3[N:3]=2)[CH:18]=[CH:17][CH:16]=[CH:15][CH:14]=1. The yield is 0.970. (5) The reactants are [C:1]([O:5][C:6](=[O:28])[N:7]([CH2:19][CH2:20][C:21]1[CH:26]=[CH:25][CH:24]=[C:23](Br)[CH:22]=1)[CH2:8][C:9]1[CH:14]=[CH:13][C:12]([C:15]([CH3:18])([CH3:17])[CH3:16])=[CH:11][CH:10]=1)([CH3:4])([CH3:3])[CH3:2].[CH3:29][Si:30]([C:33]#[CH:34])([CH3:32])[CH3:31]. The catalyst is C(N(CC)CC)C.C([O-])(O)=O.[Na+].C1C=CC(P(C2C=CC=CC=2)C2C=CC=CC=2)=CC=1.C1C=CC(P(C2C=CC=CC=2)C2C=CC=CC=2)=CC=1.Cl[Pd]Cl.[Cu]I. The product is [C:1]([O:5][C:6](=[O:28])[N:7]([CH2:8][C:9]1[CH:14]=[CH:13][C:12]([C:15]([CH3:18])([CH3:17])[CH3:16])=[CH:11][CH:10]=1)[CH2:19][CH2:20][C:21]1[CH:26]=[CH:25][CH:24]=[C:23]([C:34]#[C:33][Si:30]([CH3:32])([CH3:31])[CH3:29])[CH:22]=1)([CH3:4])([CH3:3])[CH3:2]. The yield is 0.820. (6) The reactants are O1CCCC1.Br[C:7]1[CH:16]=[N:15][C:10]2[O:11][CH2:12][CH2:13][NH:14][C:9]=2[CH:8]=1.[CH3:17][O:18][C:19]1[CH:20]=[N:21][CH:22]=[C:23](B2OC(C)(C)C(C)(C)O2)[CH:24]=1.C(=O)([O-])[O-].[K+].[K+]. The catalyst is O. The product is [CH3:17][O:18][C:19]1[CH:24]=[C:23]([C:7]2[CH:16]=[N:15][C:10]3[O:11][CH2:12][CH2:13][NH:14][C:9]=3[CH:8]=2)[CH:22]=[N:21][CH:20]=1. The yield is 0.800. (7) The reactants are [F:1][C:2]1[CH:3]=[C:4]([CH:8]=[CH:9][C:10]=1[C:11]1[CH:12]=[N:13][C:14]([O:17][CH2:18][CH:19]2[CH2:24][CH2:23][N:22]([CH2:25][C:26]3([C:30]([F:33])([F:32])[F:31])[CH2:29][CH2:28][CH2:27]3)[CH2:21][CH2:20]2)=[N:15][CH:16]=1)[C:5]([OH:7])=O.[NH:34]1[CH2:38][CH2:37][C@H:36]([OH:39])[CH2:35]1.C(Cl)CCl.C1C=CC2N(O)N=NC=2C=1.CCN(C(C)C)C(C)C.[NH4+].[Cl-]. The catalyst is CN(C=O)C. The product is [F:1][C:2]1[CH:3]=[C:4]([C:5]([N:34]2[CH2:38][CH2:37][C@H:36]([OH:39])[CH2:35]2)=[O:7])[CH:8]=[CH:9][C:10]=1[C:11]1[CH:12]=[N:13][C:14]([O:17][CH2:18][CH:19]2[CH2:24][CH2:23][N:22]([CH2:25][C:26]3([C:30]([F:31])([F:32])[F:33])[CH2:29][CH2:28][CH2:27]3)[CH2:21][CH2:20]2)=[N:15][CH:16]=1. The yield is 0.350.